The task is: Predict the reaction yield, written as a fraction of the theoretical maximum amount of product (1.0 means a 100% yield; for example, 0.34 means a 34% yield).. This data is from Reaction yield outcomes from USPTO patents with 853,638 reactions. (1) The reactants are [CH3:1][C:2]1[CH:3]=[N:4][N:5]([C:7]2[S:15][C:14]3[C:9](=[N:10][CH:11]=[CH:12][C:13]=3[O:16][C:17]3[CH:22]=[CH:21][C:20]([N+:23]([O-])=O)=[CH:19][CH:18]=3)[CH:8]=2)[CH:6]=1.[BH4-].[Na+]. The catalyst is CO.C1COCC1.Cl[Ni]Cl. The product is [CH3:1][C:2]1[CH:3]=[N:4][N:5]([C:7]2[S:15][C:14]3[C:9](=[N:10][CH:11]=[CH:12][C:13]=3[O:16][C:17]3[CH:22]=[CH:21][C:20]([NH2:23])=[CH:19][CH:18]=3)[CH:8]=2)[CH:6]=1. The yield is 0.870. (2) The reactants are [C:1]([NH:5][C:6]([C:8]1[C:16]2[C:11](=[N:12][CH:13]=[C:14]([NH:17][C:18]3[NH:22][N:21]=[C:20]([CH3:23])[CH:19]=3)[N:15]=2)[N:10](COCC[Si](C)(C)C)[CH:9]=1)=[O:7])([CH3:4])([CH3:3])[CH3:2].FC(F)(F)C(O)=O. The catalyst is ClCCl.CO.[OH-].[NH4+]. The product is [C:1]([NH:5][C:6]([C:8]1[C:16]2[C:11](=[N:12][CH:13]=[C:14]([NH:17][C:18]3[NH:22][N:21]=[C:20]([CH3:23])[CH:19]=3)[N:15]=2)[NH:10][CH:9]=1)=[O:7])([CH3:4])([CH3:3])[CH3:2]. The yield is 0.570. (3) The reactants are [CH3:1][O:2][C:3]1[CH:26]=[CH:25][C:6]([CH2:7][CH2:8][N:9]2[CH2:15][C:14]3[CH:16]=[CH:17][C:18]([C:20](OC)=[O:21])=[CH:19][C:13]=3[NH:12][C:11](=[O:24])[CH2:10]2)=[CH:5][CH:4]=1.[NH2:27][OH:28].[OH-].[Na+].Cl. The catalyst is CO.C1COCC1. The product is [OH:28][NH:27][C:20]([C:18]1[CH:17]=[CH:16][C:14]2[CH2:15][N:9]([CH2:8][CH2:7][C:6]3[CH:25]=[CH:26][C:3]([O:2][CH3:1])=[CH:4][CH:5]=3)[CH2:10][C:11](=[O:24])[NH:12][C:13]=2[CH:19]=1)=[O:21]. The yield is 0.490.